The task is: Predict the reactants needed to synthesize the given product.. This data is from Retrosynthesis with 50K atom-mapped reactions and 10 reaction types from USPTO. (1) The reactants are: CC1CCC(C(C)C)C(OCCl)C1.O=C(O)c1ccc(O)cc1. Given the product CC(C)[C@@H]1CC[C@@H](C)C[C@H]1OCOC(=O)c1ccc(O)cc1, predict the reactants needed to synthesize it. (2) Given the product CCOC(=O)OC(C)OC(=O)c1c(I)c(NC(C)=O)c(I)c(N(C)C(C)=O)c1I, predict the reactants needed to synthesize it. The reactants are: CC(=O)Nc1c(I)c(C(=O)[O-])c(I)c(N(C)C(C)=O)c1I.CCOC(=O)OC(C)Cl. (3) Given the product CC(C)(C)NS(=O)(=O)c1cccs1, predict the reactants needed to synthesize it. The reactants are: CC(C)(C)N.O=S(=O)(Cl)c1cccs1. (4) Given the product Cc1csc2nc(C(C)Nc3ncnc4[nH]cnc34)c(-c3cccc(F)c3)c(=O)n12, predict the reactants needed to synthesize it. The reactants are: Brc1ncnc2[nH]cnc12.Cc1csc2nc(C(C)N)c(-c3cccc(F)c3)c(=O)n12.